From a dataset of Forward reaction prediction with 1.9M reactions from USPTO patents (1976-2016). Predict the product of the given reaction. (1) The product is: [CH3:14][N:11]1[CH:12]=[CH:13][C:9]([NH:8][C:4]2[N:5]=[CH:6][N:7]=[C:2]([C:27]3[CH:28]=[CH:29][C:22]([O:21][CH:18]4[CH2:19][CH2:20][O:15][CH2:16][CH2:17]4)=[C:23]([CH:26]=3)[C:24]#[N:25])[N:3]=2)=[N:10]1. Given the reactants Cl[C:2]1[N:7]=[CH:6][N:5]=[C:4]([NH:8][C:9]2[CH:13]=[CH:12][N:11]([CH3:14])[N:10]=2)[N:3]=1.[O:15]1[CH2:20][CH2:19][CH:18]([O:21][C:22]2[CH:29]=[CH:28][C:27](B3OC(C)(C)C(C)(C)O3)=[CH:26][C:23]=2[C:24]#[N:25])[CH2:17][CH2:16]1.C(=O)([O-])[O-].[Na+].[Na+], predict the reaction product. (2) Given the reactants [F:1][C:2]1[C:3]([F:12])=[CH:4][C:5]2[S:9][C:8]([NH2:10])=[N:7][C:6]=2[CH:11]=1.[CH3:13][O:14][C:15]1[CH:16]=[C:17]([CH:21]=[C:22]([O:24][CH3:25])[CH:23]=1)[C:18](Cl)=[O:19].Br[CH:27]([CH2:32][CH3:33])[C:28]([O:30]C)=[O:29].COC1C=CC2N=C(N)SC=2C=1.ClC1C=C(C=CC=1)C(Cl)=O.BrCC(OCC)=O, predict the reaction product. The product is: [CH3:13][O:14][C:15]1[CH:16]=[C:17]([CH:21]=[C:22]([O:24][CH3:25])[CH:23]=1)[C:18]([N:10]=[C:8]1[N:7]([CH:27]([CH2:32][CH3:33])[C:28]([OH:30])=[O:29])[C:6]2[CH:11]=[C:2]([F:1])[C:3]([F:12])=[CH:4][C:5]=2[S:9]1)=[O:19]. (3) Given the reactants [CH3:1][O:2][C:3](=[O:16])/[CH:4]=[CH:5]/[C:6]1[S:10][C:9]2[CH:11]=[CH:12][CH:13]=[CH:14][C:8]=2[C:7]=1[Cl:15], predict the reaction product. The product is: [CH3:1][O:2][C:3](=[O:16])[CH2:4][CH2:5][C:6]1[S:10][C:9]2[CH:11]=[CH:12][CH:13]=[CH:14][C:8]=2[C:7]=1[Cl:15]. (4) Given the reactants [CH3:1][N:2]1[CH2:7][CH2:6][C:5](=[O:8])[CH:4]([CH3:9])[CH2:3]1.O1CCOCC1.[OH-].[K+].[C:18]1([C:24](=[O:27])[CH:25]=[CH2:26])[CH:23]=[CH:22][CH:21]=[CH:20][CH:19]=1, predict the reaction product. The product is: [CH3:1][N:2]1[CH2:7][CH2:6][C:5](=[O:8])[C:4]([CH3:9])([CH2:26][CH2:25][C:24](=[O:27])[C:18]2[CH:23]=[CH:22][CH:21]=[CH:20][CH:19]=2)[CH2:3]1. (5) Given the reactants [H-].[Na+].[C:3]([C@@H:5]1[CH2:10][CH2:9][CH2:8][CH2:7][C@H:6]1[OH:11])#[N:4].[CH2:12]([CH:14]1[O:16][CH2:15]1)Br, predict the reaction product. The product is: [CH2:12]([O:11][CH:6]1[CH2:7][CH2:8][CH2:9][CH2:10][CH:5]1[C:3]#[N:4])[CH:14]1[O:16][CH2:15]1.